This data is from Reaction yield outcomes from USPTO patents with 853,638 reactions. The task is: Predict the reaction yield, written as a fraction of the theoretical maximum amount of product (1.0 means a 100% yield; for example, 0.34 means a 34% yield). (1) The reactants are [N:1]12[CH2:8][CH2:7][C:4]([C:9]([C:17]3[CH:22]=[CH:21][CH:20]=[CH:19][CH:18]=3)([C:11]3[CH:16]=[CH:15][CH:14]=[CH:13][CH:12]=3)[OH:10])([CH2:5][CH2:6]1)[CH2:3][CH2:2]2.[N+:23]([C:26]1[CH:31]=[CH:30][C:29]([O:32][CH2:33][CH2:34][CH2:35][Br:36])=[CH:28][CH:27]=1)([O-:25])=[O:24]. The catalyst is CC#N. The product is [Br-:36].[OH:10][C:9]([C:17]1[CH:22]=[CH:21][CH:20]=[CH:19][CH:18]=1)([C:11]1[CH:12]=[CH:13][CH:14]=[CH:15][CH:16]=1)[C:4]12[CH2:5][CH2:6][N+:1]([CH2:35][CH2:34][CH2:33][O:32][C:29]3[CH:30]=[CH:31][C:26]([N+:23]([O-:25])=[O:24])=[CH:27][CH:28]=3)([CH2:2][CH2:3]1)[CH2:8][CH2:7]2. The yield is 0.670. (2) The reactants are [NH2:1][C:2]1[C:10]2[C:9]([C:11]3[CH:16]=[CH:15][C:14]([Cl:17])=[C:13]([Cl:18])[CH:12]=3)=[N:8][C:7](S(C)=O)=[N:6][C:5]=2[S:4][C:3]=1[C:22]([NH2:24])=[O:23].[NH2:25][CH2:26][CH2:27][CH2:28][CH3:29]. The catalyst is C(O)C. The product is [NH2:1][C:2]1[C:10]2[C:9]([C:11]3[CH:16]=[CH:15][C:14]([Cl:17])=[C:13]([Cl:18])[CH:12]=3)=[N:8][C:7]([NH:25][CH2:26][CH2:27][CH2:28][CH3:29])=[N:6][C:5]=2[S:4][C:3]=1[C:22]([NH2:24])=[O:23]. The yield is 0.210. (3) The reactants are [CH3:1][O:2][C:3](=[O:27])[C:4]1[CH:9]=[C:8]([N:10]2[CH2:14][CH2:13][CH2:12][C:11]2=[O:15])[CH:7]=[CH:6][C:5]=1[NH:16][C:17](=[O:26])[C:18]1[CH:23]=[CH:22][CH:21]=[C:20]([CH2:24]Cl)[CH:19]=1.C(N(CC)CC)C.[CH3:35][CH:36]([OH:43])[CH2:37][NH:38][CH2:39][CH:40]([OH:42])[CH3:41].COC1C=C(C=CC=1OC)C(Cl)=O. The catalyst is C(Cl)Cl. The product is [CH3:1][O:2][C:3](=[O:27])[C:4]1[CH:9]=[C:8]([N:10]2[CH2:14][CH2:13][CH2:12][C:11]2=[O:15])[CH:7]=[CH:6][C:5]=1[NH:16][C:17](=[O:26])[C:18]1[CH:23]=[CH:22][CH:21]=[C:20]([CH2:24][N:38]([CH2:39][CH:40]([OH:42])[CH3:41])[CH2:37][CH:36]([OH:43])[CH3:35])[CH:19]=1. The yield is 0.470. (4) The reactants are [CH3:1][O:2][C:3]1[CH:4]=[C:5]2[C:10](=[CH:11][C:12]=1[O:13][CH3:14])[N:9]=[CH:8][CH:7]=[C:6]2[O:15][C:16]1[CH:22]=[CH:21][C:19]([NH2:20])=[CH:18][CH:17]=1.Cl[C:24](Cl)([O:26][C:27](=[O:33])OC(Cl)(Cl)Cl)Cl.[CH3:35][C:36]1[CH:41]=[CH:40][CH:39]=[CH:38][C:37]=1CO.C(=O)(O)[O-].[Na+]. The catalyst is C(Cl)Cl.C(N(CC)CC)C.C1(C)C=CC=CC=1. The product is [CH3:1][O:2][C:3]1[CH:4]=[C:5]2[C:10](=[CH:11][C:12]=1[O:13][CH3:14])[N:9]=[CH:8][CH:7]=[C:6]2[O:15][C:16]1[CH:22]=[CH:21][C:19]([NH:20][C:27](=[O:33])[O:26][CH2:24][C:37]2[CH:38]=[CH:39][CH:40]=[CH:41][C:36]=2[CH3:35])=[CH:18][CH:17]=1. The yield is 0.880. (5) The catalyst is C1COCC1. The reactants are [CH2:1]([C:3]1[C:4]([O:23][CH3:24])=[CH:5][C:6]([O:21][CH3:22])=[C:7]([NH:9][C:10]2[C:11]([NH2:20])=[CH:12][C:13]([C:16]([F:19])([F:18])[F:17])=[CH:14][CH:15]=2)[CH:8]=1)[CH3:2].C(N(CC)CC)C.Cl[C:33](Cl)([O:35]C(=O)OC(Cl)(Cl)Cl)Cl.C(=O)([O-])O. The product is [CH2:1]([C:3]1[C:4]([O:23][CH3:24])=[CH:5][C:6]([O:21][CH3:22])=[C:7]([N:9]2[C:10]3[CH:15]=[CH:14][C:13]([C:16]([F:17])([F:18])[F:19])=[CH:12][C:11]=3[NH:20][C:33]2=[O:35])[CH:8]=1)[CH3:2]. The yield is 0.770.